The task is: Predict which catalyst facilitates the given reaction.. This data is from Catalyst prediction with 721,799 reactions and 888 catalyst types from USPTO. (1) Reactant: [H-].[Na+].[CH3:3][S:4]([C:7]1[NH:8][C:9]2[CH:14]=[CH:13][N:12]=[CH:11][C:10]=2[N:15]=1)(=[O:6])=[O:5].[CH3:16][Si:17]([CH3:24])([CH3:23])[CH2:18][CH2:19][O:20][CH2:21]Cl.[Cl-].[Cl-].[Ca+2]. Product: [CH3:3][S:4]([C:7]1[N:8]([CH2:21][O:20][CH2:19][CH2:18][Si:17]([CH3:24])([CH3:23])[CH3:16])[C:9]2[CH:14]=[CH:13][N:12]=[CH:11][C:10]=2[N:15]=1)(=[O:5])=[O:6]. The catalyst class is: 121. (2) Reactant: [CH3:1][C:2]1[N:3]=[C:4]([C:17]2[CH:21]=[CH:20][N:19]([CH2:22][CH2:23]OS(C)(=O)=O)[N:18]=2)[S:5][C:6]=1[C:7](=[O:16])[NH:8][CH2:9][C:10]1[CH:11]=[N:12][CH:13]=[CH:14][CH:15]=1.[NH2:29][C:30]1[CH:35]=[CH:34][CH:33]=[CH:32][CH:31]=1.[CH2:36](Cl)Cl. Product: [N:12]1[CH:13]=[CH:14][CH:15]=[C:10]([CH2:9][NH:8][C:7]([CH:6]2[S:5][C:4]([C:17]3[CH:21]=[CH:20][N:19]([CH2:22][CH2:23][NH:29][C:30]4[CH:35]=[CH:34][CH:33]=[CH:32][CH:31]=4)[N:18]=3)=[N:3][C:2]2([CH3:36])[CH3:1])=[O:16])[CH:11]=1. The catalyst class is: 13.